This data is from Forward reaction prediction with 1.9M reactions from USPTO patents (1976-2016). The task is: Predict the product of the given reaction. (1) Given the reactants [C:1]1([C:19]2[CH:24]=[CH:23][CH:22]=[CH:21][CH:20]=2)[CH:6]=[CH:5][C:4]([C:7]2[CH:8]=[N:9][N:10]([C:12]3[CH:13]=[C:14]([OH:18])[CH:15]=[CH:16][CH:17]=3)[CH:11]=2)=[CH:3][CH:2]=1.Br[C:26]1[CH:31]=[CH:30][CH:29]=[CH:28][N:27]=1.N1C=CC=CC=1C(O)=O.[O-]P([O-])([O-])=O.[K+].[K+].[K+], predict the reaction product. The product is: [C:1]1([C:19]2[CH:20]=[CH:21][CH:22]=[CH:23][CH:24]=2)[CH:6]=[CH:5][C:4]([C:7]2[CH:8]=[N:9][N:10]([C:12]3[CH:13]=[C:14]([CH:15]=[CH:16][CH:17]=3)[O:18][C:26]3[CH:31]=[CH:30][CH:29]=[CH:28][N:27]=3)[CH:11]=2)=[CH:3][CH:2]=1. (2) Given the reactants [NH2:1][C:2]1[CH:17]=[CH:16][C:15]([CH3:18])=[CH:14][C:3]=1[C:4]([NH:6][C:7]1[C:8](Cl)=[N:9][CH:10]=[CH:11][CH:12]=1)=[O:5].Cl, predict the reaction product. The product is: [CH3:18][C:15]1[CH:16]=[CH:17][C:2]2[NH:1][C:8]3[N:9]=[CH:10][CH:11]=[CH:12][C:7]=3[NH:6][C:4](=[O:5])[C:3]=2[CH:14]=1. (3) Given the reactants [CH:1]([N:14]1[C:22]2[C:17](=[CH:18][C:19]([Cl:23])=[CH:20][CH:21]=2)[C:16]([CH2:24][CH2:25][O:26][C:27]2[CH:37]=[CH:36][C:30]([C:31]([O:33]CC)=[O:32])=[C:29]([F:38])[CH:28]=2)=[C:15]1[CH2:39][CH2:40][NH:41][S:42]([CH2:45][C:46]1[CH:51]=[CH:50][CH:49]=[CH:48][C:47]=1[Cl:52])(=[O:44])=[O:43])([C:8]1[CH:13]=[CH:12][CH:11]=[CH:10][CH:9]=1)[C:2]1[CH:7]=[CH:6][CH:5]=[CH:4][CH:3]=1.C1COCC1.[OH-].[Na+], predict the reaction product. The product is: [CH:1]([N:14]1[C:22]2[C:17](=[CH:18][C:19]([Cl:23])=[CH:20][CH:21]=2)[C:16]([CH2:24][CH2:25][O:26][C:27]2[CH:37]=[CH:36][C:30]([C:31]([OH:33])=[O:32])=[C:29]([F:38])[CH:28]=2)=[C:15]1[CH2:39][CH2:40][NH:41][S:42]([CH2:45][C:46]1[CH:51]=[CH:50][CH:49]=[CH:48][C:47]=1[Cl:52])(=[O:44])=[O:43])([C:8]1[CH:9]=[CH:10][CH:11]=[CH:12][CH:13]=1)[C:2]1[CH:7]=[CH:6][CH:5]=[CH:4][CH:3]=1. (4) Given the reactants [O:1]([CH2:19][CH2:20][C:21]1([CH2:27][CH2:28][NH2:29])[CH2:26][CH2:25][CH2:24][CH2:23][CH2:22]1)[Si:2]([C:15]([CH3:18])([CH3:17])[CH3:16])([C:9]1[CH:14]=[CH:13][CH:12]=[CH:11][CH:10]=1)[C:3]1[CH:8]=[CH:7][CH:6]=[CH:5][CH:4]=1.C(N(CC)CC)C.[CH3:37][S:38](Cl)(=[O:40])=[O:39].C(=O)(O)[O-].[Na+], predict the reaction product. The product is: [O:1]([CH2:19][CH2:20][C:21]1([CH2:27][CH2:28][NH:29][S:38]([CH3:37])(=[O:40])=[O:39])[CH2:22][CH2:23][CH2:24][CH2:25][CH2:26]1)[Si:2]([C:15]([CH3:17])([CH3:18])[CH3:16])([C:9]1[CH:10]=[CH:11][CH:12]=[CH:13][CH:14]=1)[C:3]1[CH:8]=[CH:7][CH:6]=[CH:5][CH:4]=1. (5) Given the reactants Br[C:2]1[S:3][C:4]([NH:32]C(=O)OC(C)(C)C)=[C:5]([C:7](=[O:31])[NH:8][C:9]2[CH:10]=[N:11][N:12]([CH3:30])[C:13]=2[C@@H:14]2[CH2:20][CH2:19][C@@H:18]([NH:21]C(OC(C)(C)C)=O)[C@@H:17]([F:29])[CH2:16][O:15]2)[N:6]=1.[F:40][C:41]1[C:46]([C:47]([F:50])([F:49])[F:48])=[CH:45][CH:44]=[CH:43][C:42]=1B(O)O, predict the reaction product. The product is: [NH2:32][C:4]1[S:3][C:2]([C:42]2[CH:43]=[CH:44][CH:45]=[C:46]([C:47]([F:50])([F:49])[F:48])[C:41]=2[F:40])=[N:6][C:5]=1[C:7]([NH:8][C:9]1[CH:10]=[N:11][N:12]([CH3:30])[C:13]=1[C@@H:14]1[CH2:20][CH2:19][C@@H:18]([NH2:21])[C@@H:17]([F:29])[CH2:16][O:15]1)=[O:31]. (6) The product is: [CH2:20]([C:3]1([CH2:1][CH3:2])[CH2:8][CH2:7][C:6]([C:9]2[CH:14]=[CH:13][C:12]([O:15][CH3:16])=[CH:11][C:10]=2[NH2:17])=[CH:5][CH2:4]1)[CH3:21]. Given the reactants [CH2:1]([C:3]1([CH2:20][CH3:21])[CH2:8][CH2:7][C:6]([C:9]2[CH:14]=[CH:13][C:12]([O:15][CH3:16])=[CH:11][C:10]=2[N+:17]([O-])=O)=[CH:5][CH2:4]1)[CH3:2].[Cl-].[NH4+], predict the reaction product. (7) Given the reactants [C:1]([C:3]1[CH:4]=[C:5]([C:10]2[CH:11]=[C:12]([CH:17]=[CH:18][N:19]=2)[C:13]([O:15][CH3:16])=[O:14])[CH:6]=[CH:7][C:8]=1[OH:9])#[N:2].[Cl:20]N1C(=O)CCC1=O, predict the reaction product. The product is: [Cl:20][C:7]1[CH:6]=[C:5]([C:10]2[CH:11]=[C:12]([CH:17]=[CH:18][N:19]=2)[C:13]([O:15][CH3:16])=[O:14])[CH:4]=[C:3]([C:1]#[N:2])[C:8]=1[OH:9].